Task: Predict the product of the given reaction.. Dataset: Forward reaction prediction with 1.9M reactions from USPTO patents (1976-2016) (1) Given the reactants [C:1]1([C:7]2[C:16]3[C:11](=[CH:12][CH:13]=[CH:14][CH:15]=3)[N:10]=[C:9]([C:17]3([C:23]([O:25][CH3:26])=[O:24])[CH2:22][CH2:21][CH2:20][NH:19][CH2:18]3)[N:8]=2)[CH:6]=[CH:5][CH:4]=[CH:3][CH:2]=1.[ClH:27], predict the reaction product. The product is: [ClH:27].[C:1]1([C:7]2[C:16]3[C:11](=[CH:12][CH:13]=[CH:14][CH:15]=3)[N:10]=[C:9]([C:17]3([C:23]([O:25][CH3:26])=[O:24])[CH2:22][CH2:21][CH2:20][NH:19][CH2:18]3)[N:8]=2)[CH:6]=[CH:5][CH:4]=[CH:3][CH:2]=1. (2) Given the reactants [Cl:1][C:2]1[CH:3]=[C:4]([C@H:9]2[CH2:13][CH2:12][CH2:11][N:10]2[C:14]2[CH:19]=[CH:18][N:17]3[N:20]=[CH:21][C:22]([NH2:23])=[C:16]3[N:15]=2)[CH:5]=[C:6]([F:8])[CH:7]=1.C1N=CN([C:29]([N:31]2[CH:35]=N[CH:33]=[CH:32]2)=[O:30])C=1.N1CC[C@H:38]([OH:41])C1, predict the reaction product. The product is: [Cl:1][C:2]1[CH:3]=[C:4]([C@H:9]2[CH2:13][CH2:12][CH2:11][N:10]2[C:14]2[CH:19]=[CH:18][N:17]3[N:20]=[CH:21][C:22]([NH:23][C:29]([N:31]4[CH2:32][CH2:33][C@H:38]([OH:41])[CH2:35]4)=[O:30])=[C:16]3[N:15]=2)[CH:5]=[C:6]([F:8])[CH:7]=1.